This data is from Forward reaction prediction with 1.9M reactions from USPTO patents (1976-2016). The task is: Predict the product of the given reaction. (1) Given the reactants [Cl:1][C:2]1[CH:3]=[C:4]([CH:26]=[CH:27][C:28]=1[F:29])[CH2:5][C:6]1[S:7][C:8]2[C:14]([C:15]3[CH:16]=[C:17]([CH:23]=[CH:24][CH:25]=3)[C:18]([O:20]CC)=[O:19])=[CH:13][CH:12]=[CH:11][C:9]=2[CH:10]=1.[Cl:30][C:31]1[CH:32]=[C:33]([CH:53]=[CH:54][C:55]=1[F:56])[CH2:34][C:35]1[S:36][C:37]2[C:43]([C:44]3[CH:45]=[C:46]([CH:50]=[CH:51][CH:52]=3)[C:47](O)=[O:48])=[CH:42][CH:41]=[CH:40][C:38]=2[CH:39]=1.[NH2:57][CH2:58][CH2:59][C:60]#[N:61], predict the reaction product. The product is: [Cl:1][C:2]1[CH:3]=[C:4]([CH:26]=[CH:27][C:28]=1[F:29])[CH2:5][C:6]1[S:7][C:8]2[C:14]([C:15]3[CH:16]=[C:17]([CH:23]=[CH:24][CH:25]=3)[C:18]([OH:20])=[O:19])=[CH:13][CH:12]=[CH:11][C:9]=2[CH:10]=1.[Cl:30][C:31]1[CH:32]=[C:33]([CH:53]=[CH:54][C:55]=1[F:56])[CH2:34][C:35]1[S:36][C:37]2[C:43]([C:44]3[CH:45]=[C:46]([CH:50]=[CH:51][CH:52]=3)[C:47]([NH:61][CH2:60][CH2:59][C:58]#[N:57])=[O:48])=[CH:42][CH:41]=[CH:40][C:38]=2[CH:39]=1. (2) Given the reactants [O:1]([C:8]1[CH:13]=[CH:12][CH:11]=[CH:10][C:9]=1[NH:14][S:15]([C:18]1[CH:30]=[CH:29][C:21]([C:22]([NH:24][CH2:25][C:26]([OH:28])=O)=[O:23])=[CH:20][CH:19]=1)(=[O:17])=[O:16])[C:2]1[CH:7]=[CH:6][CH:5]=[CH:4][CH:3]=1.[NH:31]1[C:35]2[CH:36]=[CH:37][CH:38]=[CH:39][C:34]=2[N:33]=[C:32]1[NH2:40], predict the reaction product. The product is: [NH:31]1[C:35]2[CH:36]=[CH:37][CH:38]=[CH:39][C:34]=2[N:33]=[C:32]1[NH:40][C:26]([CH2:25][NH:24][C:22](=[O:23])[C:21]1[CH:20]=[CH:19][C:18]([S:15](=[O:17])(=[O:16])[NH:14][C:9]2[CH:10]=[CH:11][CH:12]=[CH:13][C:8]=2[O:1][C:2]2[CH:7]=[CH:6][CH:5]=[CH:4][CH:3]=2)=[CH:30][CH:29]=1)=[O:28].